This data is from Human liver microsome stability data. The task is: Regression/Classification. Given a drug SMILES string, predict its absorption, distribution, metabolism, or excretion properties. Task type varies by dataset: regression for continuous measurements (e.g., permeability, clearance, half-life) or binary classification for categorical outcomes (e.g., BBB penetration, CYP inhibition). Dataset: hlm. (1) The drug is Oc1c2ccc(OCCN(CCC(F)(F)F)CCC(F)(F)F)cc2nc2cc(F)cc(F)c12. The result is 1 (stable in human liver microsomes). (2) The drug is CCCN(CCC)CCOc1ccc2c(O)c3ccc(Cl)cc3nc2c1. The result is 0 (unstable in human liver microsomes). (3) The drug is COc1cnc(-c2cc[nH]n2)c2[nH]cc(C(=O)C(=O)N3CCN(C(=O)c4ccccc4)CC3)c12. The result is 0 (unstable in human liver microsomes).